Predict the reaction yield, written as a fraction of the theoretical maximum amount of product (1.0 means a 100% yield; for example, 0.34 means a 34% yield). From a dataset of Reaction yield outcomes from USPTO patents with 853,638 reactions. (1) The reactants are [Cl:1][C:2]1[CH:7]=[CH:6][C:5]([C@:8]2([CH:21]([CH3:23])[CH3:22])[C@:10]3([C:18]4[C:13](=[CH:14][CH:15]=[C:16]([F:19])[CH:17]=4)[NH:12][C:11]3=[O:20])[CH2:9]2)=[CH:4][CH:3]=1.[CH3:24][O:25][C:26](=[O:35])[C:27]1[CH:32]=[C:31](I)[CH:30]=[C:29]([Br:34])[CH:28]=1.C([O-])([O-])=O.[K+].[K+].CNCCNC. The catalyst is C(#N)C.[Cu]I. The product is [CH3:24][O:25][C:26](=[O:35])[C:27]1[CH:32]=[C:31]([N:12]2[C:13]3[C:18](=[CH:17][C:16]([F:19])=[CH:15][CH:14]=3)[C@:10]3([CH2:9][C@:8]3([C:5]3[CH:4]=[CH:3][C:2]([Cl:1])=[CH:7][CH:6]=3)[CH:21]([CH3:23])[CH3:22])[C:11]2=[O:20])[CH:30]=[C:29]([Br:34])[CH:28]=1. The yield is 0.820. (2) The reactants are Br.[NH2:2][CH2:3][CH2:4][CH2:5][CH2:6][C:7]1[CH:12]=[CH:11][C:10]([OH:13])=[CH:9][CH:8]=1.[C:14]1(=O)[O:19][C:17](=[O:18])[C:16]2=[CH:20][CH:21]=[CH:22][CH:23]=[C:15]12.C(N(CC)CC)C. The catalyst is C(Cl)(Cl)Cl. The product is [OH:13][C:10]1[CH:9]=[CH:8][C:7]([CH2:6][CH2:5][CH2:4][CH2:3][N:2]2[C:17](=[O:18])[C:16]3[C:15](=[CH:23][CH:22]=[CH:21][CH:20]=3)[C:14]2=[O:19])=[CH:12][CH:11]=1. The yield is 0.410. (3) The reactants are [CH3:1][O:2][C:3]1[CH:4]=[C:5]2[C:10](=[CH:11][C:12]=1[O:13][CH3:14])[N:9]=[CH:8][CH:7]=[C:6]2[O:15][C:16]1[CH:22]=[CH:21][C:19]([NH2:20])=[CH:18][CH:17]=1.C1(C)C=CC=CC=1.C(N(CC)CC)C.Cl[C:38](Cl)([O:40]C(=O)OC(Cl)(Cl)Cl)Cl.[C:49]1([CH:55]([OH:59])[CH2:56][CH2:57][CH3:58])[CH:54]=[CH:53][CH:52]=[CH:51][CH:50]=1. The catalyst is C(Cl)Cl. The product is [CH3:1][O:2][C:3]1[CH:4]=[C:5]2[C:10](=[CH:11][C:12]=1[O:13][CH3:14])[N:9]=[CH:8][CH:7]=[C:6]2[O:15][C:16]1[CH:22]=[CH:21][C:19]([NH:20][C:38](=[O:40])[O:59][CH:55]([C:49]2[CH:54]=[CH:53][CH:52]=[CH:51][CH:50]=2)[CH2:56][CH2:57][CH3:58])=[CH:18][CH:17]=1. The yield is 0.580. (4) The reactants are [O:1]1[C:5]2[C:6](=[O:10])[NH:7][CH:8]=[CH:9][C:4]=2[CH:3]=[CH:2]1.C1C(=O)N([Br:18])C(=O)C1.O. The catalyst is CN(C=O)C. The product is [Br:18][C:9]1[C:4]2[CH:3]=[CH:2][O:1][C:5]=2[C:6](=[O:10])[NH:7][CH:8]=1. The yield is 0.380. (5) The reactants are [OH:1][C@@H:2]1[CH2:5][C@H:4]([N:6]2[C:11](=[O:12])[C:10]([CH2:13][C:14]3[CH:19]=[CH:18][C:17]([C:20]4[C:21]([C:26]#[N:27])=[CH:22][CH:23]=[CH:24][CH:25]=4)=[CH:16][CH:15]=3)=[C:9]([CH2:28][CH2:29][CH3:30])[N:8]3[N:31]=[CH:32][N:33]=[C:7]23)[CH2:3]1.[N+](=[CH:36][C:37]([O:39][CH2:40][CH3:41])=[O:38])=[N-]. The catalyst is C([O-])(=O)C.[Rh+].C1(C)C=CC=CC=1. The product is [C:26]([C:21]1[CH:22]=[CH:23][CH:24]=[CH:25][C:20]=1[C:17]1[CH:16]=[CH:15][C:14]([CH2:13][C:10]2[C:11](=[O:12])[N:6]([C@@H:4]3[CH2:5][C@H:2]([O:1][CH2:36][C:37]([O:39][CH2:40][CH3:41])=[O:38])[CH2:3]3)[C:7]3[N:8]([N:31]=[CH:32][N:33]=3)[C:9]=2[CH2:28][CH2:29][CH3:30])=[CH:19][CH:18]=1)#[N:27]. The yield is 0.570. (6) The reactants are [Cl:1][C:2]1[CH:3]=[C:4]([C:11]([N:13]2[CH2:18][CH2:17][O:16][C:15]3[CH:19]=[N:20][CH:21]=[CH:22][C:14]2=3)=[O:12])[CH:5]=[C:6]([Cl:10])[C:7]=1[O:8]C.[Cl-].[Li+].N1CCNCC1. No catalyst specified. The product is [Cl:1][C:2]1[CH:3]=[C:4]([C:11]([N:13]2[CH2:18][CH2:17][O:16][C:15]3[CH:19]=[N:20][CH:21]=[CH:22][C:14]2=3)=[O:12])[CH:5]=[C:6]([Cl:10])[C:7]=1[OH:8]. The yield is 0.470.